This data is from Full USPTO retrosynthesis dataset with 1.9M reactions from patents (1976-2016). The task is: Predict the reactants needed to synthesize the given product. Given the product [F:19][C:18]1[CH:17]=[C:16]2[C:11]([CH2:12][CH2:13][NH:14][C:15]2=[O:20])=[CH:10][C:9]=1[NH:7][CH3:6], predict the reactants needed to synthesize it. The reactants are: C(O[C:6](=O)[N:7]([C:9]1[CH:10]=[C:11]2[C:16](=[CH:17][C:18]=1[F:19])[C:15](=[O:20])[NH:14][CH:13]=[CH:12]2)C)(C)(C)C.